Dataset: Drug-target binding data from BindingDB using IC50 measurements. Task: Regression. Given a target protein amino acid sequence and a drug SMILES string, predict the binding affinity score between them. We predict pIC50 (pIC50 = -log10(IC50 in M); higher means more potent). Dataset: bindingdb_ic50. (1) The compound is Cc1c(C(=O)c2ccccc2)oc2cccc(OC3CCNCC3)c12. The target protein (Q8ILW6) has sequence MNDDKKDFVGRDLYQLIRNAKDKIKIDYKFWYTQPVPKINDEFDENVNEPFISDNKVEDVRKEEYKLPSGYAWCVCDITKENDRSDIYNLLTDNYVEDDDNVFRFNYSSEFLLWALSSPNYVKNWHIGVKYESTNKLVGFISAIPIDMCVNKNIIKMAEVNFLCVHKSLRSKRLAPVLIKEITRRINLESIWQAIYTAGVYLPKPISTARYFHRSINVKKLIEIGFSCLNTRLTMSRAIKLYRIDDTLNIKNLRLMKKKDIDGLQKLLNEHLKQYNLHAIFSKEDVAHWFTPIDQVIYTYVNEENGEIKDLISFYSLPSKVLGNNKYNILNAAFSFYNITTTTTFKNLIQDAICLAKRNNFDVFNALEVMDNYSVFQDLKFGEGDGSLKYYLYNWKCASCHPSKIGIVLL. The pIC50 is 4.7. (2) The compound is O=C(CNC(=O)Nc1ccc2cnccc2c1)NC1CCCC1. The target protein (O60678) has sequence MCSLASGATGGRGAVENEEDLPELSDSGDEAAWEDEDDADLPHGKQQTPCLFCNRLFTSAEETFSHCKSEHQFNIDSMVHKHGLEFYGYIKLINFIRLKNPTVEYMNSIYNPVPWEKEEYLKPVLEDDLLLQFDVEDLYEPVSVPFSYPNGLSENTSVVEKLKHMEARALSAEAALARAREDLQKMKQFAQDFVMHTDVRTCSSSTSVIADLQEDEDGVYFSSYGHYGIHEEMLKDKIRTESYRDFIYQNPHIFKDKVVLDVGCGTGILSMFAAKAGAKKVLGVDQSEILYQAMDIIRLNKLEDTITLIKGKIEEVHLPVEKVDVIISEWMGYFLLFESMLDSVLYAKNKYLAKGGSVYPDICTISLVAVSDVNKHADRIAFWDDVYGFKMSCMKKAVIPEAVVEVLDPKTLISEPCGIKHIDCHTTSISDLEFSSDFTLKITRTSMCTAIAGYFDIYFEKNCHNRVVFSTGPQSTKTHWKQTVFLLEKPFSVKAGEALK.... The pIC50 is 6.5. (3) The compound is O=C(Cc1ccccc1)Nc1cnccc1C(=O)O. The target protein (Q9H6Z9) has sequence MPLGHIMRLDLEKIALEYIVPCLHEVGFCYLDNFLGEVVGDCVLERVKQLHCTGALRDGQLAGPRAGVSKRHLRGDQITWIGGNEEGCEAISFLLSLIDRLVLYCGSRLGKYYVKERSKAMVACYPGNGTGYVRHVDNPNGDGRCITCIYYLNKNWDAKLHGGILRIFPEGKSFIADVEPIFDRLLFFWSDRRNPHEVQPSYATRYAMTVWYFDAEERAEAKKKFRNLTRKTESALTED. The pIC50 is 4.3. (4) The compound is NNC(=O)CCC(=O)Nc1ccc(NC(=O)c2ccco2)cc1. The target protein sequence is MVTALSDVNNTDNYGAGQIQVLEGLEAVRKRPGMYIGSTSERGLHHLVWEIVDNSIDEALAGYANQIEVVIEKDNWIKVTDNGRGIPVDIQEKMGRPAVEVILTVLHAGGKFGGGGYKVSGGLHGVGSSVVNALSQDLEVYVHRNETIYHQAYKKGVPQFDLKEVGTTDKTGTVIRFKADGDIFTETTVYNYETLQQRIRELAFLNKGIQITLRDERDEENVREDSYHYEGGIKSYVELLNENKEPIHDEPIYIHQSKDDIEVEIAIQYNSGYATNLLTYANNIHTYEGGTHEDGFKRALTRVLNSYGLSSKIMKEEKDRLSGEDTREGMTAIISIKHGDPQFEGQTKTKLGNSEVRQVVDKLFSEHFERFLYENPQVARTVVEKGIMAARARVAAKKAREVTRRKSALDVASLPGKLADCSSKSPEECEIFLVEGDSAGGSTKSGRDSRTQAILPLRGKILNVEKARLDRILNNNEIRQMITAFGTGIGGDFDLAKARY.... The pIC50 is 4.6.